This data is from Catalyst prediction with 721,799 reactions and 888 catalyst types from USPTO. The task is: Predict which catalyst facilitates the given reaction. (1) The catalyst class is: 1. Product: [CH3:13][C@@:14]1([C:26]([NH:7][C:2]2[CH:3]=[N:4][CH:5]=[CH:6][N:1]=2)=[O:27])[CH2:18][CH2:17][CH2:16][NH:15]1. Reactant: [N:1]1[CH:6]=[CH:5][N:4]=[CH:3][C:2]=1[NH2:7].C([Mg]Cl)(C)C.[CH3:13][C@@:14]1([C:26](OC)=[O:27])[CH2:18][CH2:17][CH2:16][N:15]1C(OC(C)(C)C)=O. (2) Reactant: [N+:1]([C:4]1[S:8][C:7]([C:9](Cl)=[O:10])=[CH:6][CH:5]=1)([O-:3])=[O:2].[C:12]1([C:18]2[CH:25]=[CH:24][C:21]([CH2:22][NH2:23])=[CH:20][CH:19]=2)[CH:17]=[CH:16][CH:15]=[CH:14][CH:13]=1.C(N(CC)CC)C. Product: [C:18]1([C:12]2[CH:13]=[CH:14][CH:15]=[CH:16][CH:17]=2)[CH:19]=[CH:20][C:21]([CH2:22][NH:23][C:9]([C:7]2[S:8][C:4]([N+:1]([O-:3])=[O:2])=[CH:5][CH:6]=2)=[O:10])=[CH:24][CH:25]=1. The catalyst class is: 7. (3) The catalyst class is: 26. Reactant: [CH3:1][N:2]([CH2:10][CH:11]=O)[C:3](=[O:9])[O:4][C:5]([CH3:8])([CH3:7])[CH3:6].[OH:13][C:14]([C:31]1[S:32][CH:33]=[CH:34][CH:35]=1)([C:26]1[S:27][CH:28]=[CH:29][CH:30]=1)[C:15]([O:17][C@H:18]1[CH2:23][CH2:22][C@H:21]([NH:24][CH3:25])[CH2:20][CH2:19]1)=[O:16].[BH-](OC(C)=O)(OC(C)=O)OC(C)=O.[Na+]. Product: [OH:13][C:14]([C:26]1[S:27][CH:28]=[CH:29][CH:30]=1)([C:31]1[S:32][CH:33]=[CH:34][CH:35]=1)[C:15]([O:17][C@H:18]1[CH2:19][CH2:20][C@H:21]([N:24]([CH2:11][CH2:10][N:2]([C:3]([O:4][C:5]([CH3:6])([CH3:7])[CH3:8])=[O:9])[CH3:1])[CH3:25])[CH2:22][CH2:23]1)=[O:16].